This data is from Tyrosyl-DNA phosphodiesterase HTS with 341,365 compounds. The task is: Binary Classification. Given a drug SMILES string, predict its activity (active/inactive) in a high-throughput screening assay against a specified biological target. (1) The drug is s1c(C2C3CC(C(C)(C)C)CC=C3C(=C(N)C2(C#N)C#N)C#N)ccc1. The result is 0 (inactive). (2) The drug is FC(F)(F)c1ccc(c2nc(oc2NC(c2ccccc2)C)c2ccccc2)cc1. The result is 0 (inactive). (3) The molecule is NCCCCCCCC. The result is 0 (inactive). (4) The compound is s1c(C(N(C)C)CNc2ncnc3sccc23)ccc1. The result is 0 (inactive). (5) The result is 0 (inactive). The compound is Clc1sc(C(=O)Nc2c(N3CCN(CC3)CC)ccc(S(=O)(=O)N3CCOCC3)c2)cc1. (6) The molecule is Fc1c(C2CC(=O)NC(=C2C(OCc2ccc(cc2)C)=O)C)cccc1F. The result is 0 (inactive).